Dataset: Buchwald-Hartwig C-N cross coupling reaction yields with 55,370 reactions. Task: Predict the reaction yield, written as a fraction of the theoretical maximum amount of product (1.0 means a 100% yield; for example, 0.34 means a 34% yield). (1) The reactants are Brc1ccccn1.Cc1ccc(N)cc1.O=S(=O)(O[Pd]1c2ccccc2-c2ccccc2N~1)C(F)(F)F.CC(C)c1cc(C(C)C)c(-c2ccccc2P(C2CCCCC2)C2CCCCC2)c(C(C)C)c1.CN(C)C(=NC(C)(C)C)N(C)C.Cc1cc(-c2ccccc2)on1. No catalyst specified. The product is Cc1ccc(Nc2ccccn2)cc1. The yield is 0.368. (2) The reactants are COc1ccc(I)cc1.Cc1ccc(N)cc1.O=S(=O)(O[Pd]1c2ccccc2-c2ccccc2N~1)C(F)(F)F.CC(C)c1cc(C(C)C)c(-c2ccccc2P(C(C)(C)C)C(C)(C)C)c(C(C)C)c1.CN(C)C(=NC(C)(C)C)N(C)C.Cc1ccno1. No catalyst specified. The product is COc1ccc(Nc2ccc(C)cc2)cc1. The yield is 0.420. (3) The reactants are Brc1cccnc1.Cc1ccc(N)cc1.O=S(=O)(O[Pd]1c2ccccc2-c2ccccc2N~1)C(F)(F)F.CC(C)c1cc(C(C)C)c(-c2ccccc2P(C2CCCCC2)C2CCCCC2)c(C(C)C)c1.CN(C)C(=NC(C)(C)C)N(C)C.CCOC(=O)c1ccon1. No catalyst specified. The product is Cc1ccc(Nc2cccnc2)cc1. The yield is 0.266.